From a dataset of NCI-60 drug combinations with 297,098 pairs across 59 cell lines. Regression. Given two drug SMILES strings and cell line genomic features, predict the synergy score measuring deviation from expected non-interaction effect. Drug 1: CNC(=O)C1=NC=CC(=C1)OC2=CC=C(C=C2)NC(=O)NC3=CC(=C(C=C3)Cl)C(F)(F)F. Drug 2: C1CNP(=O)(OC1)N(CCCl)CCCl. Cell line: NCI/ADR-RES. Synergy scores: CSS=7.95, Synergy_ZIP=1.15, Synergy_Bliss=6.85, Synergy_Loewe=6.08, Synergy_HSA=4.07.